This data is from Forward reaction prediction with 1.9M reactions from USPTO patents (1976-2016). The task is: Predict the product of the given reaction. Given the reactants [OH:1][CH:2]1[CH:7]([C:8]2[CH:13]=[CH:12][C:11]([O:14][CH2:15][C:16]3[CH:25]=[CH:24][C:23]4[C:18](=[CH:19][CH:20]=[CH:21][CH:22]=4)[CH:17]=3)=[CH:10][CH:9]=2)[CH2:6][CH2:5][N:4]([C:26]([O:28][C:29]([CH3:32])([CH3:31])[CH3:30])=[O:27])[CH2:3]1.[CH3:33][O:34][C:35]1[CH:42]=[CH:41][CH:40]=[CH:39][C:36]=1[CH2:37]Cl, predict the reaction product. The product is: [CH3:33][O:34][C:35]1[CH:42]=[CH:41][CH:40]=[CH:39][C:36]=1[CH2:37][O:1][CH:2]1[CH:7]([C:8]2[CH:13]=[CH:12][C:11]([O:14][CH2:15][C:16]3[CH:25]=[CH:24][C:23]4[C:18](=[CH:19][CH:20]=[CH:21][CH:22]=4)[CH:17]=3)=[CH:10][CH:9]=2)[CH2:6][CH2:5][N:4]([C:26]([O:28][C:29]([CH3:32])([CH3:31])[CH3:30])=[O:27])[CH2:3]1.